Dataset: Full USPTO retrosynthesis dataset with 1.9M reactions from patents (1976-2016). Task: Predict the reactants needed to synthesize the given product. (1) Given the product [CH3:1][C:2]([CH2:10][CH2:11][CH2:12][CH:13]([CH3:20])[CH2:14][CH2:15][CH2:16][CH:17]([CH3:19])[CH3:18])=[CH:3][CH2:4][CH2:5][C:6]([O:8][CH2:9][CH:22]([CH2:23][OH:24])[OH:21])=[O:7], predict the reactants needed to synthesize it. The reactants are: [CH3:1][C:2]([CH2:10][CH2:11][CH2:12][CH:13]([CH3:20])[CH2:14][CH2:15][CH2:16][CH:17]([CH3:19])[CH3:18])=[CH:3][CH2:4][CH2:5][C:6]([O:8][CH3:9])=[O:7].[OH:21][CH2:22][CH:23](CO)[OH:24].C(=O)([O-])[O-].[K+].[K+].Cl. (2) Given the product [Cl:1][C:2]1[C:7]([F:8])=[CH:6][C:5]([OH:9])=[C:4]([C:19]2[CH:20]=[N:21][N:22]([C:24]([O:26][C:27]([CH3:30])([CH3:29])[CH3:28])=[O:25])[CH:23]=2)[CH:3]=1, predict the reactants needed to synthesize it. The reactants are: [Cl:1][C:2]1[C:7]([F:8])=[CH:6][C:5]([OH:9])=[C:4](I)[CH:3]=1.CC1(C)C(C)(C)OB([C:19]2[CH:20]=[N:21][N:22]([C:24]([O:26][C:27]([CH3:30])([CH3:29])[CH3:28])=[O:25])[CH:23]=2)O1. (3) Given the product [N:1]([CH:4]([CH3:14])[CH2:5][CH2:6][N:7]1[CH:11]=[CH:10][N:9]=[C:8]1[CH:12]=[N:15][OH:16])=[N+:2]=[N-:3], predict the reactants needed to synthesize it. The reactants are: [N:1]([CH:4]([CH3:14])[CH2:5][CH2:6][N:7]1[CH:11]=[CH:10][N:9]=[C:8]1[CH:12]=O)=[N+:2]=[N-:3].[NH2:15][OH:16].Cl.C([O-])([O-])=O.[Na+].[Na+]. (4) Given the product [NH:13]1[C:14]2[CH:19]=[CH:18][CH:17]=[CH:16][C:15]=2[N:11]=[C:12]1[C@H:8]([NH:9][C:10]([NH:23][CH2:24][C:25]1[CH:30]=[CH:29][C:28]([CH2:31][N:32]([CH3:34])[CH3:33])=[CH:27][CH:26]=1)=[O:20])[CH2:7][C:6]1[CH:5]=[CH:4][C:3]([O:2][CH3:1])=[CH:22][CH:21]=1, predict the reactants needed to synthesize it. The reactants are: [CH3:1][O:2][C:3]1[CH:22]=[CH:21][C:6]([CH2:7][C@@H:8]2[C:12]3=[N:13][C:14]4[CH:19]=[CH:18][CH:17]=[CH:16][C:15]=4[N:11]3[C:10](=[O:20])[NH:9]2)=[CH:5][CH:4]=1.[NH2:23][CH2:24][C:25]1[CH:30]=[CH:29][C:28]([CH2:31][N:32]([CH3:34])[CH3:33])=[CH:27][CH:26]=1.C(O)(C(F)(F)F)=O. (5) The reactants are: Cl.Cl.[N:3]1[C:11]2[CH:10]=[CH:9][N:8]=[CH:7][C:6]=2[O:5][C:4]=1[NH:12][CH:13]1[CH2:18][CH2:17][NH:16][CH2:15][CH2:14]1.[CH3:19][O:20][C:21]1[CH:28]=[CH:27][C:24]([CH:25]=O)=[CH:23][C:22]=1[O:29][CH2:30][CH2:31][CH3:32].C([BH3-])#N.[Na+].C(N(C(C)C)C(C)C)C. Given the product [CH3:19][O:20][C:21]1[CH:28]=[CH:27][C:24]([CH2:25][N:16]2[CH2:17][CH2:18][CH:13]([NH:12][C:4]3[O:5][C:6]4[CH:7]=[N:8][CH:9]=[CH:10][C:11]=4[N:3]=3)[CH2:14][CH2:15]2)=[CH:23][C:22]=1[O:29][CH2:30][CH2:31][CH3:32], predict the reactants needed to synthesize it. (6) Given the product [O:1]=[C:2]1[C:10]2[C:5](=[CH:6][CH:7]=[CH:8][CH:9]=2)[C:4](=[O:11])[N:3]1[C@@H:12]([CH:16]([CH3:18])[CH3:17])[C:13]([O:27][NH:26][C:24]([O:23][C:19]([CH3:22])([CH3:21])[CH3:20])=[O:25])=[O:14], predict the reactants needed to synthesize it. The reactants are: [O:1]=[C:2]1[C:10]2[C:5](=[CH:6][CH:7]=[CH:8][CH:9]=2)[C:4](=[O:11])[N:3]1[C@@H:12]([CH:16]([CH3:18])[CH3:17])[C:13](Cl)=[O:14].[C:19]([O:23][C:24]([NH:26][OH:27])=[O:25])([CH3:22])([CH3:21])[CH3:20]. (7) Given the product [OH:14][C:3]12[CH2:9][CH:7]3[CH2:6][CH:5]([CH2:10][C:1]([C:11]([OH:13])=[O:12])([CH2:8]3)[CH2:2]1)[CH2:4]2, predict the reactants needed to synthesize it. The reactants are: [C:1]12([C:11]([OH:13])=[O:12])[CH2:10][CH:5]3[CH2:6][CH:7]([CH2:9][CH:3]([CH2:4]3)[CH2:2]1)[CH2:8]2.[O:14]=O. (8) Given the product [CH3:54][C:52]1[CH:53]=[C:48]([CH3:47])[N:49]=[C:50]([O:55][CH2:56][CH:57]2[CH2:62][CH:61]3[N:63]([C:22]([C:21]4[CH:25]=[C:17]([CH3:16])[CH:18]=[CH:19][C:20]=4[N:26]4[N:30]=[CH:29][CH:28]=[N:27]4)=[O:24])[CH:58]2[CH2:59][CH2:60]3)[N:51]=1, predict the reactants needed to synthesize it. The reactants are: CC1N=C(C(O)=O)C(N2N=CC=N2)=CC=1.[CH3:16][C:17]1[CH:18]=[CH:19][C:20]([N:26]2[N:30]=[CH:29][CH:28]=[N:27]2)=[C:21]([CH:25]=1)[C:22]([OH:24])=O.FC1C=CC(OCC2CC3NC2CC3)=NC=1.[CH3:47][C:48]1[CH:53]=[C:52]([CH3:54])[N:51]=[C:50]([O:55][CH2:56][CH:57]2[CH2:62][CH:61]3[NH:63][CH:58]2[CH2:59][CH2:60]3)[N:49]=1. (9) Given the product [F:43][C:31]([F:30])([S:39]([O-:42])(=[O:41])=[O:40])[CH2:32][O:33][C:34](=[O:38])[C:35]([CH3:37])=[CH2:36].[CH3:2][O:3][C:4](=[O:29])[CH2:5][C:6]1[C:15]2[C:10](=[CH:11][CH:12]=[CH:13][CH:14]=2)[C:9]([S+:16]([C:17]2[CH:18]=[CH:19][CH:20]=[CH:21][CH:22]=2)[C:23]2[CH:24]=[CH:25][CH:26]=[CH:27][CH:28]=2)=[CH:8][CH:7]=1, predict the reactants needed to synthesize it. The reactants are: [I-].[CH3:2][O:3][C:4](=[O:29])[CH2:5][C:6]1[C:15]2[C:10](=[CH:11][CH:12]=[CH:13][CH:14]=2)[C:9]([S+:16]([C:23]2[CH:28]=[CH:27][CH:26]=[CH:25][CH:24]=2)[C:17]2[CH:22]=[CH:21][CH:20]=[CH:19][CH:18]=2)=[CH:8][CH:7]=1.[F:30][C:31]([F:43])([S:39]([O-:42])(=[O:41])=[O:40])[CH2:32][O:33][C:34](=[O:38])[C:35]([CH3:37])=[CH2:36].C([NH+](CC)CC)C.O.